Dataset: Forward reaction prediction with 1.9M reactions from USPTO patents (1976-2016). Task: Predict the product of the given reaction. (1) Given the reactants [CH3:1][N:2]1[C:10]2[C:9]([C:11]([O:13][CH3:14])=[O:12])=[CH:8][NH:7][C:6](=O)[C:5]=2[CH:4]=[CH:3]1.P(Cl)(Cl)([Cl:18])=O, predict the reaction product. The product is: [Cl:18][C:6]1[C:5]2[CH:4]=[CH:3][N:2]([CH3:1])[C:10]=2[C:9]([C:11]([O:13][CH3:14])=[O:12])=[CH:8][N:7]=1. (2) Given the reactants [N:1]1[CH:6]=[CH:5][C:4]([NH2:7])=[CH:3][N:2]=1.C(Cl)CCl.C1C=CC2N(O)N=NC=2C=1.C(N1CCOCC1)C.[F:30][C:31]1[CH:36]=[CH:35][C:34]([CH2:37][O:38][C:39]2[CH:47]=[CH:46][C:45]([CH:48]=[O:49])=[CH:44][C:40]=2[C:41](O)=[O:42])=[CH:33][CH:32]=1, predict the reaction product. The product is: [F:30][C:31]1[CH:36]=[CH:35][C:34]([CH2:37][O:38][C:39]2[CH:47]=[CH:46][C:45]([CH:48]=[O:49])=[CH:44][C:40]=2[C:41]([NH:7][C:4]2[CH:5]=[CH:6][N:1]=[N:2][CH:3]=2)=[O:42])=[CH:33][CH:32]=1.